Dataset: Full USPTO retrosynthesis dataset with 1.9M reactions from patents (1976-2016). Task: Predict the reactants needed to synthesize the given product. The reactants are: Cl.[F:2][CH2:3][CH2:4][CH2:5][NH2:6].CC1C=CC(S(O[CH2:18][C@@H:19]2[O:24][C:23]3[CH:25]=[C:26]([S:30]([CH3:33])(=[O:32])=[O:31])[CH:27]=[C:28]([Cl:29])[C:22]=3[O:21][CH2:20]2)(=O)=O)=CC=1.FCCCN. Given the product [Cl:29][C:28]1[C:22]2[O:21][CH2:20][C@H:19]([CH2:18][NH:6][CH2:5][CH2:4][CH2:3][F:2])[O:24][C:23]=2[CH:25]=[C:26]([S:30]([CH3:33])(=[O:32])=[O:31])[CH:27]=1, predict the reactants needed to synthesize it.